Predict the reactants needed to synthesize the given product. From a dataset of Full USPTO retrosynthesis dataset with 1.9M reactions from patents (1976-2016). (1) The reactants are: [Cl:1][C:2]1[CH:22]=[CH:21][C:5]([C:6]([C:8]2[CH:20]=[CH:19][C:11]([O:12][C:13]([CH3:18])([CH3:17])[C:14](O)=[O:15])=[CH:10][CH:9]=2)=[O:7])=[CH:4][CH:3]=1.C(Cl)(=O)C(Cl)=O.CN(C=O)C.[NH2:34][CH2:35][CH2:36][NH:37][C:38](=[O:44])[O:39][C:40]([CH3:43])([CH3:42])[CH3:41]. Given the product [Cl:1][C:2]1[CH:22]=[CH:21][C:5]([C:6]([C:8]2[CH:20]=[CH:19][C:11]([O:12][C:13]([CH3:18])([CH3:17])[C:14]([NH:34][CH2:35][CH2:36][NH:37][C:38](=[O:44])[O:39][C:40]([CH3:41])([CH3:43])[CH3:42])=[O:15])=[CH:10][CH:9]=2)=[O:7])=[CH:4][CH:3]=1, predict the reactants needed to synthesize it. (2) Given the product [CH:45]1([C:48]([N:31]2[CH2:32][CH2:33][C:27]3[C:28](=[N:29][C:24]([N:21]4[CH2:20][CH2:19][CH:18]([O:17][C:16]5[CH:15]=[CH:14][C:11]([C:12]#[N:13])=[CH:10][C:9]=5[F:8])[CH2:23][CH2:22]4)=[C:25]([NH:34][CH:35]([CH3:37])[CH3:36])[N:26]=3)[CH2:30]2)=[O:49])[CH2:47][CH2:46]1.[C:2]([OH:3])([C:4]([F:7])([F:6])[F:5])=[O:1], predict the reactants needed to synthesize it. The reactants are: [OH:1][C:2]([C:4]([F:7])([F:6])[F:5])=[O:3].[F:8][C:9]1[CH:10]=[C:11]([CH:14]=[CH:15][C:16]=1[O:17][CH:18]1[CH2:23][CH2:22][N:21]([C:24]2[N:29]=[C:28]3[CH2:30][NH:31][CH2:32][CH2:33][C:27]3=[N:26][C:25]=2[NH:34][CH:35]([CH3:37])[CH3:36])[CH2:20][CH2:19]1)[C:12]#[N:13].C(N(CC)CC)C.[CH:45]1([C:48](Cl)=[O:49])[CH2:47][CH2:46]1. (3) Given the product [NH2:23][CH2:22][C:21]1[CH:24]=[C:17]([C:11]2[N:10]=[C:9]([NH:25][CH2:26][C:27]3[CH:32]=[CH:31][CH:30]=[CH:29][N:28]=3)[C:8]3[C:13](=[CH:14][CH:15]=[CH:16][C:7]=3[C:1]3[CH:6]=[CH:5][CH:4]=[CH:3][CH:2]=3)[N:12]=2)[CH:18]=[N:19][CH:20]=1, predict the reactants needed to synthesize it. The reactants are: [C:1]1([C:7]2[CH:16]=[CH:15][CH:14]=[C:13]3[C:8]=2[C:9]([NH:25][CH2:26][C:27]2[CH:32]=[CH:31][CH:30]=[CH:29][N:28]=2)=[N:10][C:11]([C:17]2[CH:18]=[N:19][CH:20]=[C:21]([CH:24]=2)[C:22]#[N:23])=[N:12]3)[CH:6]=[CH:5][CH:4]=[CH:3][CH:2]=1. (4) The reactants are: [NH2:1][C:2]1[C:11]([N+:12]([O-])=O)=[CH:10][CH:9]=[C:8]([O:15][CH3:16])[C:3]=1[C:4]([O:6][CH3:7])=[O:5]. Given the product [NH2:1][C:2]1[C:11]([NH2:12])=[CH:10][CH:9]=[C:8]([O:15][CH3:16])[C:3]=1[C:4]([O:6][CH3:7])=[O:5], predict the reactants needed to synthesize it. (5) The reactants are: C([O:8][CH2:9][C@H:10]1[CH2:15][CH2:14][C@H:13]([C@H:16]2[CH2:20][CH2:19][CH2:18][N:17]2[C:21]2[C:26]([CH2:27][N:28]([CH2:41][C:42]3[CH:47]=[C:46]([C:48]([F:51])([F:50])[F:49])[CH:45]=[C:44]([C:52]([F:55])([F:54])[F:53])[CH:43]=3)[C:29]3[N:34]=[CH:33][C:32]([N:35]4[CH2:40][CH2:39][O:38][CH2:37][CH2:36]4)=[CH:31][N:30]=3)=[CH:25][C:24]([C:56]([F:59])([F:58])[F:57])=[CH:23][N:22]=2)[CH2:12][CH2:11]1)C1C=CC=CC=1.B(Br)(Br)Br. Given the product [F:55][C:52]([F:53])([F:54])[C:44]1[CH:43]=[C:42]([CH:47]=[C:46]([C:48]([F:49])([F:50])[F:51])[CH:45]=1)[CH2:41][N:28]([CH2:27][C:26]1[C:21]([N:17]2[CH2:18][CH2:19][CH2:20][C@@H:16]2[C@H:13]2[CH2:12][CH2:11][C@H:10]([CH2:9][OH:8])[CH2:15][CH2:14]2)=[N:22][CH:23]=[C:24]([C:56]([F:57])([F:58])[F:59])[CH:25]=1)[C:29]1[N:34]=[CH:33][C:32]([N:35]2[CH2:36][CH2:37][O:38][CH2:39][CH2:40]2)=[CH:31][N:30]=1, predict the reactants needed to synthesize it. (6) Given the product [F:24][C:23]([F:26])([F:25])[S:20]([O:10][C:9]1[CH:11]=[CH:12][C:4]([C:2](=[O:3])[CH3:1])=[CH:5][C:6]=1[O:7][CH3:8])(=[O:22])=[O:21], predict the reactants needed to synthesize it. The reactants are: [CH3:1][C:2]([C:4]1[CH:12]=[CH:11][C:9]([OH:10])=[C:6]([O:7][CH3:8])[CH:5]=1)=[O:3].C1C=CC(N([S:20]([C:23]([F:26])([F:25])[F:24])(=[O:22])=[O:21])[S:20]([C:23]([F:26])([F:25])[F:24])(=[O:22])=[O:21])=CC=1.C(=O)([O-])[O-].[Cs+].[Cs+]. (7) Given the product [ClH:21].[CH2:1]([O:8][C:9]1[CH:14]=[C:13]([C:15]2[CH:20]=[CH:19][C:18]([Cl:21])=[C:17]([Cl:22])[CH:16]=2)[C:12]([OH:23])=[C:11]([CH2:24][NH:30][C:26]([CH3:29])([CH3:28])[CH3:27])[CH:10]=1)[C:2]1[CH:7]=[CH:6][CH:5]=[CH:4][CH:3]=1, predict the reactants needed to synthesize it. The reactants are: [CH2:1]([O:8][C:9]1[CH:10]=[C:11]([CH:24]=O)[C:12]([OH:23])=[C:13]([C:15]2[CH:20]=[CH:19][C:18]([Cl:21])=[C:17]([Cl:22])[CH:16]=2)[CH:14]=1)[C:2]1[CH:7]=[CH:6][CH:5]=[CH:4][CH:3]=1.[C:26]([NH2:30])([CH3:29])([CH3:28])[CH3:27]. (8) The reactants are: [CH3:1][CH2:2][CH2:3][C:4]1[CH:5]=[C:6]([C:10]([NH2:12])=[S:11])[CH:7]=[CH:8][N:9]=1.[Br:13][C:14]1[CH:23]=[CH:22][C:17]([C:18](=O)[CH2:19]Br)=[CH:16][CH:15]=1. Given the product [Br:13][C:14]1[CH:23]=[CH:22][C:17]([C:18]2[N:12]=[C:10]([C:6]3[CH:7]=[CH:8][N:9]=[C:4]([CH2:3][CH2:2][CH3:1])[CH:5]=3)[S:11][CH:19]=2)=[CH:16][CH:15]=1, predict the reactants needed to synthesize it. (9) Given the product [F:36][C:20]1[CH:21]=[C:22]([N:25]2[CH2:29][C@H:28]([CH2:30][NH:31][C:32](=[O:34])[CH3:33])[O:27][C:26]2=[O:35])[CH:23]=[CH:24][C:19]=1[C:17]1[S:18][C:14]([CH2:13][N:1]2[CH:5]=[N:4][CH:3]=[N:2]2)=[N:15][N:16]=1, predict the reactants needed to synthesize it. The reactants are: [NH:1]1[CH:5]=[N:4][CH:3]=[N:2]1.C(=O)([O-])[O-].[K+].[K+].Cl[CH2:13][C:14]1[S:18][C:17]([C:19]2[CH:24]=[CH:23][C:22]([N:25]3[CH2:29][CH:28]([CH2:30][NH:31][C:32](=[O:34])[CH3:33])[O:27][C:26]3=[O:35])=[CH:21][C:20]=2[F:36])=[N:16][N:15]=1.